The task is: Predict the product of the given reaction.. This data is from Forward reaction prediction with 1.9M reactions from USPTO patents (1976-2016). (1) Given the reactants [CH2:1](Cl)[CH:2]=[CH:3][C:4]1[CH:9]=[CH:8][CH:7]=[CH:6][CH:5]=1.[N-:11]=[N+:12]=[N-:13].[Na+].[C:15]([C:17]1[N:22]=[C:21]([NH:23][C:24]2[CH:29]=[C:28]([C:30]([F:33])([F:32])[F:31])[CH:27]=[CH:26][N:25]=2)[CH:20]=[C:19]([CH3:34])[CH:18]=1)#[CH:16].O=C1O[C@H]([C@H](CO)O)C([O-])=C1O.[Na+], predict the reaction product. The product is: [CH2:1]([N:11]1[CH:16]=[C:15]([C:17]2[N:22]=[C:21]([NH:23][C:24]3[CH:29]=[C:28]([C:30]([F:32])([F:33])[F:31])[CH:27]=[CH:26][N:25]=3)[CH:20]=[C:19]([CH3:34])[CH:18]=2)[N:13]=[N:12]1)[CH:2]=[CH:3][C:4]1[CH:9]=[CH:8][CH:7]=[CH:6][CH:5]=1. (2) Given the reactants Br[C:2]1[CH:3]=[C:4]2[C:8](=[CH:9][CH:10]=1)[C:7](=[O:11])[CH2:6][CH2:5]2.CCN([CH:18]([CH3:20])[CH3:19])C(C)C.C[CH2:22][O:23][C:24](C)=[O:25], predict the reaction product. The product is: [O:11]=[C:7]1[C:8]2[C:4](=[CH:3][C:2]([C:24]([O:23][CH2:22][CH2:20][CH2:18][CH3:19])=[O:25])=[CH:10][CH:9]=2)[CH2:5][CH2:6]1. (3) Given the reactants Cl[C:2]1[CH:7]=[CH:6][C:5]([N+:8]([O-])=O)=[CH:4][N:3]=1.[C:11]1(=[O:21])[C:15]2([CH2:20][CH2:19][NH:18][CH2:17][CH2:16]2)[CH2:14][CH2:13][NH:12]1.[CH3:22]I, predict the reaction product. The product is: [NH2:8][C:5]1[CH:6]=[CH:7][C:2]([N:18]2[CH2:19][CH2:20][C:15]3([C:11](=[O:21])[N:12]([CH3:22])[CH2:13][CH2:14]3)[CH2:16][CH2:17]2)=[N:3][CH:4]=1.